This data is from Catalyst prediction with 721,799 reactions and 888 catalyst types from USPTO. The task is: Predict which catalyst facilitates the given reaction. Reactant: [CH3:1][C@H:2]1[C:9]([S:10][C@@H:11]2[CH2:15][NH:14][C@H:13]([C:16]([N:18]([CH3:20])[CH3:19])=[O:17])[CH2:12]2)=[C:8]([C:21]([OH:23])=[O:22])[N:7]2[C@H:3]1[C@@H:4]([C@H:24]([OH:26])[CH3:25])[C:5]2=[O:6].C1N(CCCS(O)(=O)=O)CC[O:29]C1.[H][H]. The catalyst class is: 312. Product: [CH3:1][C@H:2]1[C:9]([S:10][C@@H:11]2[CH2:15][NH:14][C@H:13]([C:16]([N:18]([CH3:19])[CH3:20])=[O:17])[CH2:12]2)=[C:8]([C:21]([OH:23])=[O:22])[N:7]2[C@H:3]1[C@@H:4]([C@H:24]([OH:26])[CH3:25])[C:5]2=[O:6].[OH2:29].[OH2:6].[OH2:6].